Predict the product of the given reaction. From a dataset of Forward reaction prediction with 1.9M reactions from USPTO patents (1976-2016). (1) Given the reactants [NH2:1][C:2]1[CH:7]=[CH:6][C:5]([CH:8]2[CH2:12][CH2:11][N:10]([C:13]([O:15][C:16]([CH3:19])([CH3:18])[CH3:17])=[O:14])[CH2:9]2)=[CH:4][CH:3]=1.C(N(CC)CC)C.[C:27]1([CH2:33][C:34](Cl)=[O:35])[CH:32]=[CH:31][CH:30]=[CH:29][CH:28]=1, predict the reaction product. The product is: [C:16]([O:15][C:13]([N:10]1[CH2:11][CH2:12][CH:8]([C:5]2[CH:4]=[CH:3][C:2]([NH:1][C:34](=[O:35])[CH2:33][C:27]3[CH:32]=[CH:31][CH:30]=[CH:29][CH:28]=3)=[CH:7][CH:6]=2)[CH2:9]1)=[O:14])([CH3:19])([CH3:18])[CH3:17]. (2) Given the reactants [Cl:1][C:2]1[CH:10]=[CH:9][C:5]([C:6](Cl)=[O:7])=[CH:4][N:3]=1.[NH2:11][C:12]1[CH:19]=[CH:18][C:15]([C:16]#[N:17])=[CH:14][C:13]=1[N+:20]([O-:22])=[O:21], predict the reaction product. The product is: [Cl:1][C:2]1[N:3]=[CH:4][C:5]([C:6]([NH:11][C:12]2[CH:19]=[CH:18][C:15]([C:16]#[N:17])=[CH:14][C:13]=2[N+:20]([O-:22])=[O:21])=[O:7])=[CH:9][CH:10]=1. (3) Given the reactants [F:1][C:2]([F:13])([F:12])[C:3]1[CH:7]=[C:6]([C:8]([F:11])([F:10])[F:9])[NH:5][N:4]=1.C1C(=O)N([Cl:21])C(=O)C1, predict the reaction product. The product is: [Cl:21][C:7]1[C:6]([C:8]([F:9])([F:10])[F:11])=[N:5][NH:4][C:3]=1[C:2]([F:1])([F:12])[F:13]. (4) Given the reactants [I:1]I.[CH2:3]([C:10]1[N:15]=[CH:14][C:13]([OH:16])=[CH:12][CH:11]=1)[C:4]1[CH:9]=[CH:8][CH:7]=[CH:6][CH:5]=1.C(O)(O)=O.S([O-])([O-])(=O)=S.[Na+].[Na+].Cl, predict the reaction product. The product is: [CH2:3]([C:10]1[N:15]=[C:14]([I:1])[C:13]([OH:16])=[CH:12][CH:11]=1)[C:4]1[CH:5]=[CH:6][CH:7]=[CH:8][CH:9]=1. (5) Given the reactants [NH2:1][C:2]1[CH:3]=[C:4]2[C:8](=[CH:9][CH:10]=1)[NH:7][C:6]([C:11]([O:13][C:14]([CH3:17])([CH3:16])[CH3:15])=[O:12])=[CH:5]2.[C:18]([C:21]1[CH:29]=[CH:28][C:24]([C:25](O)=[O:26])=[CH:23][CH:22]=1)(=[O:20])[CH3:19].CN(C(ON1N=NC2C=CC=CC1=2)=[N+](C)C)C.[B-](F)(F)(F)F.C(N(C(C)C)CC)(C)C, predict the reaction product. The product is: [C:18]([C:21]1[CH:29]=[CH:28][C:24]([C:25]([NH:1][C:2]2[CH:3]=[C:4]3[C:8](=[CH:9][CH:10]=2)[NH:7][C:6]([C:11]([O:13][C:14]([CH3:17])([CH3:16])[CH3:15])=[O:12])=[CH:5]3)=[O:26])=[CH:23][CH:22]=1)(=[O:20])[CH3:19]. (6) Given the reactants Cl.[NH2:2][C:3]1([C:6]([NH:8][CH2:9][CH2:10][C:11]2[N:12]([CH3:30])[C:13](=[O:29])[C:14]3[C:19]([C:20]=2[C:21]2[CH:26]=[CH:25][CH:24]=[CH:23][CH:22]=2)=[CH:18][C:17]([O:27][CH3:28])=[CH:16][CH:15]=3)=[O:7])[CH2:5][CH2:4]1.C(N(CC)CC)C.[CH3:38][O:39][C:40]1[CH:48]=[CH:47][C:43]([C:44](Cl)=[O:45])=[CH:42][CH:41]=1, predict the reaction product. The product is: [CH3:38][O:39][C:40]1[CH:48]=[CH:47][C:43]([C:44]([NH:2][C:3]2([C:6]([NH:8][CH2:9][CH2:10][C:11]3[N:12]([CH3:30])[C:13](=[O:29])[C:14]4[C:19]([C:20]=3[C:21]3[CH:22]=[CH:23][CH:24]=[CH:25][CH:26]=3)=[CH:18][C:17]([O:27][CH3:28])=[CH:16][CH:15]=4)=[O:7])[CH2:5][CH2:4]2)=[O:45])=[CH:42][CH:41]=1. (7) Given the reactants [N:1]([C@@H:4]1[CH2:9][CH2:8][CH2:7][CH2:6][C@H:5]1OS(C1C=CC([N+]([O-])=O)=CC=1)(=O)=O)=[N+:2]=[N-:3].[Cl:23][C:24]1[CH:36]=[CH:35][C:27]([CH2:28][CH:29]2[CH2:34][CH2:33][NH:32][CH2:31][CH2:30]2)=[CH:26][CH:25]=1.CCN(CC)CC, predict the reaction product. The product is: [N:1]([C@H:4]1[CH2:9][CH2:8][CH2:7][CH2:6][C@H:5]1[N:32]1[CH2:33][CH2:34][CH:29]([CH2:28][C:27]2[CH:26]=[CH:25][C:24]([Cl:23])=[CH:36][CH:35]=2)[CH2:30][CH2:31]1)=[N+:2]=[N-:3].